The task is: Predict which catalyst facilitates the given reaction.. This data is from Catalyst prediction with 721,799 reactions and 888 catalyst types from USPTO. (1) Reactant: [F:1][C:2]1[CH:7]=[C:6]([CH:8]2[CH2:13][CH2:12][CH:11]([CH2:14][CH2:15][CH2:16][CH2:17][CH3:18])[CH2:10][CH2:9]2)[CH:5]=[CH:4][C:3]=1[CH:19]1[CH2:24][CH2:23][CH:22]([CH:25]2[CH2:30][CH2:29][CH:28]([CH:31]=[CH2:32])[CH2:27][CH2:26]2)[CH2:21][CH2:20]1.[H][H]. Product: [CH2:31]([CH:28]1[CH2:27][CH2:26][CH:25]([CH:22]2[CH2:21][CH2:20][CH:19]([C:3]3[CH:4]=[CH:5][C:6]([CH:8]4[CH2:13][CH2:12][CH:11]([CH2:14][CH2:15][CH2:16][CH2:17][CH3:18])[CH2:10][CH2:9]4)=[CH:7][C:2]=3[F:1])[CH2:24][CH2:23]2)[CH2:30][CH2:29]1)[CH3:32]. The catalyst class is: 787. (2) Reactant: [Cl:1][C:2]1[CH:7]=[CH:6][C:5]([C:8]2[N:12]=[C:11]([C:13]3[CH:22]=[CH:21][C:16]([C:17]([O:19]C)=[O:18])=[CH:15][C:14]=3[N+:23]([O-:25])=[O:24])[O:10][N:9]=2)=[CH:4][CH:3]=1.[OH-].[Na+].O1CCCC1.Cl. The catalyst class is: 6. Product: [Cl:1][C:2]1[CH:7]=[CH:6][C:5]([C:8]2[N:12]=[C:11]([C:13]3[CH:22]=[CH:21][C:16]([C:17]([OH:19])=[O:18])=[CH:15][C:14]=3[N+:23]([O-:25])=[O:24])[O:10][N:9]=2)=[CH:4][CH:3]=1. (3) The catalyst class is: 16. Reactant: C(=O)([O-])[O-].[K+].[K+].[OH:7][C:8]1[CH:9]=[C:10]2[C:14](=[CH:15][CH:16]=1)[NH:13][N:12]=[C:11]2[CH:17]([CH3:19])[CH3:18].F[C:21]1[C:26]([CH3:27])=[CH:25][C:24]([N+:28]([O-:30])=[O:29])=[CH:23][C:22]=1[CH3:31].O. Product: [CH3:27][C:26]1[CH:25]=[C:24]([N+:28]([O-:30])=[O:29])[CH:23]=[C:22]([CH3:31])[C:21]=1[O:7][C:8]1[CH:9]=[C:10]2[C:14](=[CH:15][CH:16]=1)[NH:13][N:12]=[C:11]2[CH:17]([CH3:19])[CH3:18]. (4) Reactant: [C:1]([C:5]1[CH:10]=[C:9]([CH2:11][CH3:12])[C:8]([N+:13]([O-])=O)=[CH:7][C:6]=1[OH:16])([CH3:4])([CH3:3])[CH3:2]. Product: [NH2:13][C:8]1[C:9]([CH2:11][CH3:12])=[CH:10][C:5]([C:1]([CH3:3])([CH3:2])[CH3:4])=[C:6]([OH:16])[CH:7]=1. The catalyst class is: 94. (5) Reactant: [C:1](Cl)([O:3][CH2:4][C:5]([Cl:8])([Cl:7])[Cl:6])=[O:2].[I:10][C:11]1[CH:19]=[C:15]([C:16]([OH:18])=[O:17])[C:14]([NH2:20])=[CH:13][CH:12]=1.N1C=CC=CC=1. Product: [I:10][C:11]1[CH:12]=[CH:13][C:14]([NH:20][C:1]([O:3][CH2:4][C:5]([Cl:8])([Cl:7])[Cl:6])=[O:2])=[C:15]([CH:19]=1)[C:16]([OH:18])=[O:17]. The catalyst class is: 4. (6) Reactant: [H-].[Na+].[C:3]([CH2:5]P(=O)(OCC)OCC)#[N:4].[CH2:14]([N:21]1[CH:26]2[CH:27]([O:29][Si:30]([C:33]([CH3:36])([CH3:35])[CH3:34])([CH3:32])[CH3:31])[CH2:28][CH:22]1[CH2:23][C:24](=O)[CH2:25]2)[C:15]1[CH:20]=[CH:19][CH:18]=[CH:17][CH:16]=1. Product: [CH2:14]([N:21]1[CH:26]2[CH:27]([O:29][Si:30]([C:33]([CH3:36])([CH3:35])[CH3:34])([CH3:32])[CH3:31])[CH2:28][CH:22]1[CH2:23]/[C:24](=[CH:5]\[C:3]#[N:4])/[CH2:25]2)[C:15]1[CH:20]=[CH:19][CH:18]=[CH:17][CH:16]=1. The catalyst class is: 7. (7) Reactant: [CH2:1]1[O:9][C:8]2[CH:7]=[CH:6][C:5]([CH:10]3[C:22]4[NH:21][C:20]5C(=[CH:16][CH:17]=[CH:18][CH:19]=5)C=4C[CH2:12][N:11]3[CH2:23][C:24]3[CH:29]=[CH:28][CH:27]=[CH:26][CH:25]=3)=[CH:4][C:3]=2[O:2]1.C[C:31]([CH3:34])([O-:33])[CH3:32].[K+].O=O. Product: [CH2:23]([N:11]1[CH2:12][C:34]2[C:31](=[O:33])[C:32]3[CH:16]=[CH:17][CH:18]=[CH:19][C:20]=3[NH:21][C:22]=2[CH:10]1[C:5]1[CH:6]=[CH:7][C:8]2[O:9][CH2:1][O:2][C:3]=2[CH:4]=1)[C:24]1[CH:25]=[CH:26][CH:27]=[CH:28][CH:29]=1. The catalyst class is: 3. (8) Reactant: C(=O)([O-])[O-].[K+].[K+].CI.[CH3:9][N:10]([CH:12]=[O:13])[CH3:11].O=C1NC=[C:18]([CH2:21][C:22]2[S:23][C:24]3[C:30]([C:31]4[CH:32]=[C:33]([CH:39]=[CH:40][CH:41]=4)[C:34]([O:36][CH2:37][CH3:38])=[O:35])=[CH:29][CH:28]=[CH:27][C:25]=3[CH:26]=2)[CH:17]=[CH:16]1. Product: [CH3:9][N:10]1[C:12](=[O:13])[CH:16]=[CH:17][C:18]([CH2:21][C:22]2[S:23][C:24]3[C:30]([C:31]4[CH:32]=[C:33]([CH:39]=[CH:40][CH:41]=4)[C:34]([O:36][CH2:37][CH3:38])=[O:35])=[CH:29][CH:28]=[CH:27][C:25]=3[CH:26]=2)=[CH:11]1. The catalyst class is: 6. (9) Reactant: C(O)(=O)C.[CH:5]1([CH:8]=O)[CH2:7][CH2:6]1.[NH2:10][C@@:11]([C:22]1[CH:27]=[CH:26][C:25]([Cl:28])=[CH:24][CH:23]=1)([CH3:21])[C@H:12]([C:14]1[CH:19]=[CH:18][CH:17]=[C:16]([Cl:20])[CH:15]=1)[OH:13].C([BH3-])#N.[Na+].Cl. Product: [Cl:20][C:16]1[CH:15]=[C:14]([C@H:12]([OH:13])[C:11]([C:22]2[CH:23]=[CH:24][C:25]([Cl:28])=[CH:26][CH:27]=2)([NH:10][CH2:8][CH:5]2[CH2:6][CH2:7]2)[CH3:21])[CH:19]=[CH:18][CH:17]=1. The catalyst class is: 5. (10) Reactant: [O:1]1[CH2:6][CH2:5][N:4]([C:7]2[N:12]=[C:11]([C:13]3[C:14]([C:20]([F:23])([F:22])[F:21])=[CH:15][C:16]([NH2:19])=[N:17][CH:18]=3)[CH:10]=[C:9]([N:24]3[CH2:29][CH2:28][O:27][CH2:26][CH2:25]3)[N:8]=2)[CH2:3][CH2:2]1.[H-].[Na+].I[CH3:33].O. Product: [O:1]1[CH2:6][CH2:5][N:4]([C:7]2[N:12]=[C:11]([C:13]3[C:14]([C:20]([F:22])([F:21])[F:23])=[CH:15][C:16]([NH:19][CH3:33])=[N:17][CH:18]=3)[CH:10]=[C:9]([N:24]3[CH2:29][CH2:28][O:27][CH2:26][CH2:25]3)[N:8]=2)[CH2:3][CH2:2]1. The catalyst class is: 3.